From a dataset of Full USPTO retrosynthesis dataset with 1.9M reactions from patents (1976-2016). Predict the reactants needed to synthesize the given product. (1) Given the product [C:5]([NH:9][CH2:10][C:11]1[CH:12]=[C:13]([B:17]([OH:19])[OH:18])[CH:14]=[CH:15][CH:16]=1)(=[O:7])[CH3:6], predict the reactants needed to synthesize it. The reactants are: C(O[C:5](=[O:7])[CH3:6])(=O)C.Cl.[NH2:9][CH2:10][C:11]1[CH:12]=[C:13]([B:17]([OH:19])[OH:18])[CH:14]=[CH:15][CH:16]=1.CCN(C(C)C)C(C)C. (2) Given the product [C:18]([O:22][C:23]([N:25]1[CH2:30][CH2:29][C:28](=[CH:3][C:1]#[N:2])[CH2:27][CH2:26]1)=[O:24])([CH3:21])([CH3:20])[CH3:19], predict the reactants needed to synthesize it. The reactants are: [C:1]([CH2:3]P(=O)(OCC)OCC)#[N:2].C(=O)([O-])[O-].[K+].[K+].[C:18]([O:22][C:23]([N:25]1[CH2:30][CH2:29][C:28](=O)[CH2:27][CH2:26]1)=[O:24])([CH3:21])([CH3:20])[CH3:19]. (3) Given the product [SH:4][CH:5]([CH2:23][C:24]1[CH:25]=[CH:26][CH:27]=[CH:28][CH:29]=1)[C:6]([NH:8][CH:9]1[C:15](=[O:16])[N:14]([CH2:17][C:18]([OH:20])=[O:19])[C:13]([CH3:21])([CH3:22])[CH2:12][CH2:11][CH2:10]1)=[O:7], predict the reactants needed to synthesize it. The reactants are: C([S:4][CH:5]([CH2:23][C:24]1[CH:29]=[CH:28][CH:27]=[CH:26][CH:25]=1)[C:6]([NH:8][CH:9]1[C:15](=[O:16])[N:14]([CH2:17][C:18]([OH:20])=[O:19])[C:13]([CH3:22])([CH3:21])[CH2:12][CH2:11][CH2:10]1)=[O:7])(=O)C.SCC(C(CS)O)O.[OH-].[Na+].C(O)(=O)C. (4) The reactants are: [Br:1][C:2]1[C:7]([O:8][CH3:9])=[CH:6][C:5]([C:10]2[O:11][CH:12]=[CH:13][CH:14]=2)=[CH:4][C:3]=1[O:15][CH3:16].CON(C)[C:20](=[O:36])[CH:21]([O:34][CH3:35])[C:22]1[CH:27]=[CH:26][C:25]([C:28]2[N:29]=[C:30]([CH3:33])[S:31][CH:32]=2)=[CH:24][CH:23]=1. Given the product [Br:1][C:2]1[C:7]([O:8][CH3:9])=[CH:6][C:5]([C:10]2[O:11][C:12]([C:20](=[O:36])[CH:21]([O:34][CH3:35])[C:22]3[CH:23]=[CH:24][C:25]([C:28]4[N:29]=[C:30]([CH3:33])[S:31][CH:32]=4)=[CH:26][CH:27]=3)=[CH:13][CH:14]=2)=[CH:4][C:3]=1[O:15][CH3:16], predict the reactants needed to synthesize it. (5) The reactants are: C1(N)C(F)=C(F)C(F)=C(N)C=1F.[ClH:13].Cl.[NH:15]1[CH2:20][CH2:19][NH:18][CH2:17][CH:16]1[CH2:21][CH2:22]O. Given the product [ClH:13].[ClH:13].[N:18]12[CH2:17][CH:16]([CH2:21][CH2:22]1)[NH:15][CH2:20][CH2:19]2.[N:18]12[CH2:17][CH:16]([CH2:21][CH2:22]1)[NH:15][CH2:20][CH2:19]2, predict the reactants needed to synthesize it. (6) Given the product [CH3:30][C:18]1[CH:17]=[C:16]([C:4]2[CH:5]=[CH:6][C:7]([NH:8][C:9]3[CH:10]=[C:11]([CH3:15])[CH:12]=[CH:13][CH:14]=3)=[C:2]([CH3:1])[CH:3]=2)[CH:29]=[CH:28][C:19]=1[N:20]([C:34]1[CH:33]=[C:32]([CH3:38])[CH:37]=[CH:36][CH:35]=1)[C:21]1[CH:22]=[C:23]([CH3:27])[CH:24]=[CH:25][CH:26]=1, predict the reactants needed to synthesize it. The reactants are: [CH3:1][C:2]1[CH:3]=[C:4]([C:16]2[CH:29]=[CH:28][C:19]([NH:20][C:21]3[CH:22]=[C:23]([CH3:27])[CH:24]=[CH:25][CH:26]=3)=[C:18]([CH3:30])[CH:17]=2)[CH:5]=[CH:6][C:7]=1[NH:8][C:9]1[CH:10]=[C:11]([CH3:15])[CH:12]=[CH:13][CH:14]=1.I[C:32]1[CH:33]=[CH:34][CH:35]=[CH:36][CH:37]=1.[CH3:38]C(C)([O-])C.[K+].C(P(C(C)(C)C)C(C)(C)C)(C)(C)C. (7) Given the product [Cl:8][C:5]1[CH:6]=[CH:7][C:2]([C:13]2[CH:14]=[CH:15][C:10]([OH:9])=[CH:11][CH:12]=2)=[N:3][CH:4]=1, predict the reactants needed to synthesize it. The reactants are: Cl[C:2]1[CH:7]=[CH:6][C:5]([Cl:8])=[CH:4][N:3]=1.[OH:9][C:10]1[CH:15]=[CH:14][C:13](B(O)O)=[CH:12][CH:11]=1.C(=O)([O-])[O-].[K+].[K+].